Dataset: Reaction yield outcomes from USPTO patents with 853,638 reactions. Task: Predict the reaction yield, written as a fraction of the theoretical maximum amount of product (1.0 means a 100% yield; for example, 0.34 means a 34% yield). (1) The product is [F:22][C:17]1[CH:16]=[C:15]([N+:12]([O-:14])=[O:13])[CH:20]=[CH:19][C:18]=1[O:21][C:2]1[C:3]2[N:10]([CH3:11])[CH:9]=[CH:8][C:4]=2[N:5]=[CH:6][N:7]=1. The reactants are Cl[C:2]1[C:3]2[N:10]([CH3:11])[CH:9]=[CH:8][C:4]=2[N:5]=[CH:6][N:7]=1.[N+:12]([C:15]1[CH:20]=[CH:19][C:18]([OH:21])=[C:17]([F:22])[CH:16]=1)([O-:14])=[O:13].C(=O)([O-])[O-].[Cs+].[Cs+]. The yield is 0.490. The catalyst is C1(OC2C=CC=CC=2)C=CC=CC=1. (2) The reactants are Br[C:2]1[C:10]2[C:9]([NH:11][C@H:12]([C:14]3[N:19]([C:20]4[CH:25]=[CH:24][CH:23]=[CH:22][CH:21]=4)[C:18](=[O:26])[C:17]4=[C:27]([CH3:30])[CH:28]=[CH:29][N:16]4[N:15]=3)[CH3:13])=[N:8][CH:7]=[N:6][C:5]=2[N:4]([CH2:31][O:32][CH2:33][CH2:34][Si:35]([CH3:38])([CH3:37])[CH3:36])[CH:3]=1.[F:39][C:40]1[C:41]([O:49][CH3:50])=[C:42](B(O)O)[CH:43]=[CH:44][CH:45]=1.C(=O)([O-])[O-].[Na+].[Na+]. The catalyst is Cl[Pd](Cl)([P](C1C=CC=CC=1)(C1C=CC=CC=1)C1C=CC=CC=1)[P](C1C=CC=CC=1)(C1C=CC=CC=1)C1C=CC=CC=1. The product is [F:39][C:40]1[C:41]([O:49][CH3:50])=[C:42]([C:2]2[C:10]3[C:9]([NH:11][C@H:12]([C:14]4[N:19]([C:20]5[CH:25]=[CH:24][CH:23]=[CH:22][CH:21]=5)[C:18](=[O:26])[C:17]5=[C:27]([CH3:30])[CH:28]=[CH:29][N:16]5[N:15]=4)[CH3:13])=[N:8][CH:7]=[N:6][C:5]=3[N:4]([CH2:31][O:32][CH2:33][CH2:34][Si:35]([CH3:38])([CH3:37])[CH3:36])[CH:3]=2)[CH:43]=[CH:44][CH:45]=1. The yield is 0.730. (3) The reactants are [CH3:1][C:2]1[CH:3]=[C:4]([C:9]2[N:13]([CH3:14])[N:12]=[C:11]([C:15](=O)[CH3:16])[C:10]=2[OH:18])[CH:5]=[C:6]([CH3:8])[CH:7]=1.[NH:19]([C:21]([NH:23][C:24]1[CH:32]=[CH:31][C:27]([C:28]([OH:30])=[O:29])=[CH:26][CH:25]=1)=[S:22])[NH2:20].CN(C)C=O. The catalyst is Cl.O. The product is [CH3:1][C:2]1[CH:3]=[C:4]([C:9]2[N:13]([CH3:14])[N:12]=[C:11]([C:15](=[N:20][NH:19][C:21]([NH:23][C:24]3[CH:32]=[CH:31][C:27]([C:28]([OH:30])=[O:29])=[CH:26][CH:25]=3)=[S:22])[CH3:16])[C:10]=2[OH:18])[CH:5]=[C:6]([CH3:8])[CH:7]=1. The yield is 0.650. (4) The reactants are [NH2:1][C:2]1[C:11]2[C:6](=[C:7](I)[C:8]([F:12])=[CH:9][CH:10]=2)[N:5]=[N:4][C:3]=1[C:14]([NH:16][CH:17]1[CH2:19][CH2:18]1)=[O:15].[CH3:20][O:21][C:22]1[C:27](B(O)O)=[CH:26][CH:25]=[CH:24][N:23]=1. No catalyst specified. The product is [NH2:1][C:2]1[C:11]2[C:6](=[C:7]([C:27]3[C:22]([O:21][CH3:20])=[N:23][CH:24]=[CH:25][CH:26]=3)[C:8]([F:12])=[CH:9][CH:10]=2)[N:5]=[N:4][C:3]=1[C:14]([NH:16][CH:17]1[CH2:19][CH2:18]1)=[O:15]. The yield is 0.620. (5) The yield is 0.100. The reactants are Cl[C:2]1[C:11]2[C:6](=[CH:7][C:8]([O:20][CH3:21])=[CH:9][C:10]=2[O:12][CH:13]2[CH2:18][CH2:17][N:16]([CH3:19])[CH2:15][CH2:14]2)[N:5]=[CH:4][N:3]=1.[NH2:22][C:23]1[CH:24]=[C:25]2[C:29](=[CH:30][CH:31]=1)[N:28]([CH2:32][C:33]1[CH:38]=[CH:37][CH:36]=[CH:35][N:34]=1)[CH:27]=[C:26]2[Cl:39]. The product is [Cl:39][C:26]1[C:25]2[C:29](=[CH:30][CH:31]=[C:23]([NH:22][C:2]3[C:11]4[C:6](=[CH:7][C:8]([O:20][CH3:21])=[CH:9][C:10]=4[O:12][CH:13]4[CH2:18][CH2:17][N:16]([CH3:19])[CH2:15][CH2:14]4)[N:5]=[CH:4][N:3]=3)[CH:24]=2)[N:28]([CH2:32][C:33]2[CH:38]=[CH:37][CH:36]=[CH:35][N:34]=2)[CH:27]=1. No catalyst specified. (6) The reactants are [Cl:1][C:2]1[CH:3]=[C:4]2[C:9](=[CH:10][C:11]=1[O:12][C:13]1[CH:18]=[C:17]([CH3:19])[C:16]([CH3:20])=[CH:15][C:14]=1[Cl:21])[O:8][CH:7]([C:22]([F:25])([F:24])[F:23])[C:6]([C:26]([O:28]CC)=[O:27])=[CH:5]2.O.[OH-].[Li+].[Al].Cl. The catalyst is C(OCC)C.C1COCC1.CO.O. The product is [Cl:1][C:2]1[CH:3]=[C:4]2[C:9](=[CH:10][C:11]=1[O:12][C:13]1[CH:18]=[C:17]([CH3:19])[C:16]([CH3:20])=[CH:15][C:14]=1[Cl:21])[O:8][CH:7]([C:22]([F:24])([F:25])[F:23])[C:6]([C:26]([OH:28])=[O:27])=[CH:5]2. The yield is 0.346. (7) The reactants are S(Cl)(Cl)=O.[OH:5][C:6]1[CH:23]=[CH:22][C:9]2[N:10]=[C:11]([C:13]3[CH:14]=[C:15]([CH:19]=[CH:20][CH:21]=3)[C:16]([OH:18])=[O:17])[S:12][C:8]=2[CH:7]=1.[CH3:24]O. No catalyst specified. The product is [OH:5][C:6]1[CH:23]=[CH:22][C:9]2[N:10]=[C:11]([C:13]3[CH:14]=[C:15]([CH:19]=[CH:20][CH:21]=3)[C:16]([O:18][CH3:24])=[O:17])[S:12][C:8]=2[CH:7]=1. The yield is 0.970.